From a dataset of Catalyst prediction with 721,799 reactions and 888 catalyst types from USPTO. Predict which catalyst facilitates the given reaction. (1) Reactant: [C:1]([O:4][C@H:5]1[CH2:22][C@@H:21]([O:23][C:24](=[O:26])[CH3:25])[C@@:20]2([CH3:27])[C:7](=[CH:8][C:9](=O)[C@@H:10]3[C@@H:19]2[CH2:18][CH2:17][C@@:15]2([CH3:16])[C@H:11]3[CH2:12][CH2:13][CH2:14]2)[CH2:6]1)(=[O:3])[CH3:2].Cl.[NH2:30][OH:31].O. Product: [C:1]([O:4][C@H:5]1[CH2:22][C@@H:21]([O:23][C:24](=[O:26])[CH3:25])[C@@:20]2([CH3:27])[C:7](=[CH:8][C:9](=[N:30][OH:31])[C@@H:10]3[C@@H:19]2[CH2:18][CH2:17][C@@:15]2([CH3:16])[C@H:11]3[CH2:12][CH2:13][CH2:14]2)[CH2:6]1)(=[O:3])[CH3:2]. The catalyst class is: 17. (2) Reactant: [CH2:1]([C:5]1[CH:6]=[C:7](/[CH:10]=[CH:11]/[C:12]([O:14][CH2:15][CH3:16])=[O:13])[NH:8][CH:9]=1)[CH2:2][CH2:3][CH3:4].[H][H]. Product: [CH2:1]([C:5]1[CH:6]=[C:7]([CH2:10][CH2:11][C:12]([O:14][CH2:15][CH3:16])=[O:13])[NH:8][CH:9]=1)[CH2:2][CH2:3][CH3:4]. The catalyst class is: 29. (3) Reactant: [C:1]([O:5][C:6]([N:8]([CH3:55])[C@@H:9]([CH3:54])[C:10]([NH:12][C@@H:13]([C:50]([CH3:53])([CH3:52])[CH3:51])[C:14]([N:16]1[C@H:25]([C:26]([N:28]([CH2:39][C:40]2[CH:49]=[CH:48][C:43]([C:44]([O:46]C)=[O:45])=[CH:42][CH:41]=2)[C@@H:29]([C:31]2[CH:36]=[CH:35][CH:34]=[C:33]([F:37])[C:32]=2[F:38])[CH3:30])=[O:27])[CH2:24][C:23]2[C:18](=[CH:19][CH:20]=[CH:21][CH:22]=2)[CH2:17]1)=[O:15])=[O:11])=[O:7])([CH3:4])([CH3:3])[CH3:2].[Li+].[OH-].Cl. Product: [C:1]([O:5][C:6]([N:8]([CH3:55])[C@@H:9]([CH3:54])[C:10]([NH:12][C@@H:13]([C:50]([CH3:53])([CH3:52])[CH3:51])[C:14]([N:16]1[C@H:25]([C:26]([N:28]([CH2:39][C:40]2[CH:41]=[CH:42][C:43]([C:44]([OH:46])=[O:45])=[CH:48][CH:49]=2)[C@@H:29]([C:31]2[CH:36]=[CH:35][CH:34]=[C:33]([F:37])[C:32]=2[F:38])[CH3:30])=[O:27])[CH2:24][C:23]2[C:18](=[CH:19][CH:20]=[CH:21][CH:22]=2)[CH2:17]1)=[O:15])=[O:11])=[O:7])([CH3:4])([CH3:3])[CH3:2]. The catalyst class is: 36. (4) Reactant: [CH2:1]([N:8]1[C:17]2[C:12](=[C:13]([Cl:18])[CH:14]=[CH:15][CH:16]=2)[C:11](=[O:19])[C:10]([CH2:20]Cl)=[N:9]1)[C:2]1[CH:7]=[CH:6][CH:5]=[CH:4][CH:3]=1.[BH4-].[Na+]. Product: [CH2:1]([N:8]1[C:17]2[C:12](=[C:13]([Cl:18])[CH:14]=[CH:15][CH:16]=2)[C:11](=[O:19])[C:10]([CH3:20])=[N:9]1)[C:2]1[CH:7]=[CH:6][CH:5]=[CH:4][CH:3]=1. The catalyst class is: 58. (5) Reactant: [CH:1]1([CH:4]([NH2:16])[CH2:5][C:6]2[CH:11]=[CH:10][C:9]([O:12][CH3:13])=[C:8]([O:14][CH3:15])[CH:7]=2)[CH2:3][CH2:2]1.[CH:17](OCC)=[O:18]. Product: [CH:1]1([CH:4]([NH:16][CH:17]=[O:18])[CH2:5][C:6]2[CH:11]=[CH:10][C:9]([O:12][CH3:13])=[C:8]([O:14][CH3:15])[CH:7]=2)[CH2:3][CH2:2]1. The catalyst class is: 12. (6) The catalyst class is: 2. Product: [F:1][C:2]1[CH:11]=[C:10]([F:12])[CH:9]=[C:8]2[C:3]=1[C:4]([N:20]1[C:28]3[C:23](=[N:24][CH:25]=[C:26]([N:29]4[CH2:30][CH2:31][O:32][CH2:33][CH2:34]4)[CH:27]=3)[C:22]3([CH2:35][CH2:36][O:37][CH2:38][CH2:39]3)[CH2:21]1)=[C:5]([CH3:19])[C:6]([N:13]1[CH2:18][CH2:17][N:16]([C:42]([NH:41][CH3:40])=[O:43])[CH2:15][CH2:14]1)=[N:7]2. Reactant: [F:1][C:2]1[CH:11]=[C:10]([F:12])[CH:9]=[C:8]2[C:3]=1[C:4]([N:20]1[C:28]3[C:23](=[N:24][CH:25]=[C:26]([N:29]4[CH2:34][CH2:33][O:32][CH2:31][CH2:30]4)[CH:27]=3)[C:22]3([CH2:39][CH2:38][O:37][CH2:36][CH2:35]3)[CH2:21]1)=[C:5]([CH3:19])[C:6]([N:13]1[CH2:18][CH2:17][NH:16][CH2:15][CH2:14]1)=[N:7]2.[CH3:40][N:41]=[C:42]=[O:43].